Regression. Given two drug SMILES strings and cell line genomic features, predict the synergy score measuring deviation from expected non-interaction effect. From a dataset of NCI-60 drug combinations with 297,098 pairs across 59 cell lines. (1) Drug 1: CC=C1C(=O)NC(C(=O)OC2CC(=O)NC(C(=O)NC(CSSCCC=C2)C(=O)N1)C(C)C)C(C)C. Drug 2: CN(CCCl)CCCl.Cl. Cell line: PC-3. Synergy scores: CSS=57.7, Synergy_ZIP=0.222, Synergy_Bliss=-0.235, Synergy_Loewe=-1.05, Synergy_HSA=-0.570. (2) Drug 1: CC12CCC3C(C1CCC2O)C(CC4=C3C=CC(=C4)O)CCCCCCCCCS(=O)CCCC(C(F)(F)F)(F)F. Drug 2: C1CC(=O)NC(=O)C1N2C(=O)C3=CC=CC=C3C2=O. Cell line: OVCAR3. Synergy scores: CSS=-3.28, Synergy_ZIP=2.04, Synergy_Bliss=1.61, Synergy_Loewe=-4.38, Synergy_HSA=-3.70. (3) Drug 1: C1=CC(=CC=C1C#N)C(C2=CC=C(C=C2)C#N)N3C=NC=N3. Drug 2: C1=NC2=C(N1)C(=S)N=CN2. Cell line: NCI-H226. Synergy scores: CSS=20.5, Synergy_ZIP=-1.38, Synergy_Bliss=-1.25, Synergy_Loewe=-4.77, Synergy_HSA=1.65.